From a dataset of Reaction yield outcomes from USPTO patents with 853,638 reactions. Predict the reaction yield, written as a fraction of the theoretical maximum amount of product (1.0 means a 100% yield; for example, 0.34 means a 34% yield). (1) The reactants are [Cl:1][C:2]1[CH:7]=[CH:6][C:5]([F:8])=[CH:4][C:3]=1[C@H:9]1[CH2:13][CH2:12][CH2:11][N:10]1[C:14]1[CH:19]=[CH:18][N:17]2[N:20]=[CH:21][C:22]([NH2:23])=[C:16]2[N:15]=1.C1N=CN([C:29]([N:31]2[CH:35]=N[CH:33]=[CH:32]2)=[O:30])C=1.N1CC[C@H:38]([OH:41])C1. The catalyst is C(Cl)Cl. The product is [Cl:1][C:2]1[CH:7]=[CH:6][C:5]([F:8])=[CH:4][C:3]=1[C@H:9]1[CH2:13][CH2:12][CH2:11][N:10]1[C:14]1[CH:19]=[CH:18][N:17]2[N:20]=[CH:21][C:22]([NH:23][C:29]([N:31]3[CH2:32][CH2:33][C@@H:38]([OH:41])[CH2:35]3)=[O:30])=[C:16]2[N:15]=1. The yield is 0.670. (2) The reactants are [NH2:1][C:2]1[CH:9]=[CH:8][C:5]([C:6]#N)=[C:4]([F:10])[CH:3]=1.[OH-:11].[K+].[OH2:13]. No catalyst specified. The product is [NH2:1][C:2]1[CH:9]=[CH:8][C:5]([C:6]([OH:13])=[O:11])=[C:4]([F:10])[CH:3]=1. The yield is 0.840. (3) The reactants are [NH4+].[N:2]#[C:3][S-:4].[Cl:5][C:6]1[CH:7]=[C:8]([CH:10]=[CH:11][CH:12]=1)[NH2:9]. The catalyst is Cl.O. The product is [Cl:5][C:6]1[CH:7]=[C:8]([NH:9][C:3]([NH2:2])=[S:4])[CH:10]=[CH:11][CH:12]=1. The yield is 0.500. (4) The reactants are [Cl:1][C:2]1[C:3]2[C:20]([CH2:21][N:22]([CH2:30][C:31]3[CH:36]=[CH:35][CH:34]=[CH:33][CH:32]=3)[CH2:23][C:24]3[CH:29]=[CH:28][CH:27]=[CH:26][CH:25]=3)=[CH:19][NH:18][C:4]=2[N:5]=[C:6]([NH:8]C(=O)CCCCCCC)[N:7]=1.Cl[CH2:38][C:39]1[C:44]([CH3:45])=[C:43]([O:46][CH3:47])[C:42]([CH3:48])=[CH:41][N:40]=1.C([O-])([O-])=O.[K+].[K+]. The catalyst is CN(C=O)C. The product is [Cl:1][C:2]1[C:3]2[C:20]([CH2:21][N:22]([CH2:23][C:24]3[CH:29]=[CH:28][CH:27]=[CH:26][CH:25]=3)[CH2:30][C:31]3[CH:36]=[CH:35][CH:34]=[CH:33][CH:32]=3)=[CH:19][N:18]([CH2:38][C:39]3[C:44]([CH3:45])=[C:43]([O:46][CH3:47])[C:42]([CH3:48])=[CH:41][N:40]=3)[C:4]=2[N:5]=[C:6]([NH2:8])[N:7]=1. The yield is 0.450. (5) The reactants are [N:1]1[C:6]([CH2:7][OH:8])=[CH:5][CH:4]=[CH:3][C:2]=1[CH2:9][OH:10].[S:11](Cl)([C:14]1[CH:20]=[CH:19][C:17]([CH3:18])=[CH:16][CH:15]=1)(=[O:13])=[O:12]. The catalyst is C(Cl)Cl. The product is [CH3:18][C:17]1[CH:19]=[CH:20][C:14]([S:11]([O:10][CH2:9][C:2]2[CH:3]=[CH:4][CH:5]=[C:6]([CH2:7][OH:8])[N:1]=2)(=[O:13])=[O:12])=[CH:15][CH:16]=1. The yield is 0.400. (6) The reactants are CN(OC)[C:3](=[O:15])[C:4]1[CH:9]=[CH:8][CH:7]=[CH:6][C:5]=1[C:10]#[C:11][CH2:12][O:13][CH3:14].[CH2:18]([Mg]Cl)[C:19]1[CH:24]=[CH:23][CH:22]=[CH:21][CH:20]=1. The catalyst is C1COCC1. The product is [CH3:14][O:13][CH2:12][C:11]#[C:10][C:5]1[CH:6]=[CH:7][CH:8]=[CH:9][C:4]=1[C:3](=[O:15])[CH2:18][C:19]1[CH:24]=[CH:23][CH:22]=[CH:21][CH:20]=1. The yield is 0.530. (7) The catalyst is CN(C)C=O. The product is [CH2:1]([O:8][C:9]1[CH:10]=[CH:11][C:12]2[O:18][C:16]([C:27](=[O:31])[CH:28]([CH3:30])[CH3:29])=[C:15]([CH3:19])[C:13]=2[CH:14]=1)[C:2]1[CH:7]=[CH:6][CH:5]=[CH:4][CH:3]=1. The reactants are [CH2:1]([O:8][C:9]1[CH:10]=[CH:11][C:12]([OH:18])=[C:13]([C:15](=O)[CH3:16])[CH:14]=1)[C:2]1[CH:7]=[CH:6][CH:5]=[CH:4][CH:3]=1.[C:19](=O)([O-])[O-].[K+].[K+].BrC[C:27](=[O:31])[CH:28]([CH3:30])[CH3:29]. The yield is 0.570.